This data is from NCI-60 drug combinations with 297,098 pairs across 59 cell lines. The task is: Regression. Given two drug SMILES strings and cell line genomic features, predict the synergy score measuring deviation from expected non-interaction effect. Drug 1: CCCS(=O)(=O)NC1=C(C(=C(C=C1)F)C(=O)C2=CNC3=C2C=C(C=N3)C4=CC=C(C=C4)Cl)F. Drug 2: CC1=C(C(=CC=C1)Cl)NC(=O)C2=CN=C(S2)NC3=CC(=NC(=N3)C)N4CCN(CC4)CCO. Cell line: SN12C. Synergy scores: CSS=18.1, Synergy_ZIP=-7.63, Synergy_Bliss=-1.72, Synergy_Loewe=-23.2, Synergy_HSA=-3.43.